This data is from Full USPTO retrosynthesis dataset with 1.9M reactions from patents (1976-2016). The task is: Predict the reactants needed to synthesize the given product. (1) Given the product [ClH:46].[NH2:37][C@@H:8]([C:9](=[O:36])[N:10]1[C:18]2[C:13](=[CH:14][C:15]([CH2:19][CH2:20][C:21]3[S:22][C:23]([C:32]([F:35])([F:33])[F:34])=[C:24]([C:26]4[CH:31]=[CH:30][CH:29]=[CH:28][CH:27]=4)[CH:25]=3)=[CH:16][CH:17]=2)[CH2:12][CH2:11]1)[CH2:7][C:6]([OH:45])=[O:5], predict the reactants needed to synthesize it. The reactants are: C([O:5][C:6](=[O:45])[CH2:7][C@@H:8]([NH:37]C(OC(C)(C)C)=O)[C:9](=[O:36])[N:10]1[C:18]2[C:13](=[CH:14][C:15]([CH2:19][CH2:20][C:21]3[S:22][C:23]([C:32]([F:35])([F:34])[F:33])=[C:24]([C:26]4[CH:31]=[CH:30][CH:29]=[CH:28][CH:27]=4)[CH:25]=3)=[CH:16][CH:17]=2)[CH2:12][CH2:11]1)(C)(C)C.[ClH:46].O1CCOCC1. (2) The reactants are: [CH2:1]([O:3][C:4](=[O:21])[CH2:5][CH:6]1[CH2:11][CH2:10][N:9]([C:12]2[CH:17]=[CH:16][C:15]([N+:18]([O-])=O)=[CH:14][CH:13]=2)[CH2:8][CH2:7]1)[CH3:2].[H][H]. Given the product [CH2:1]([O:3][C:4](=[O:21])[CH2:5][CH:6]1[CH2:7][CH2:8][N:9]([C:12]2[CH:17]=[CH:16][C:15]([NH2:18])=[CH:14][CH:13]=2)[CH2:10][CH2:11]1)[CH3:2], predict the reactants needed to synthesize it. (3) Given the product [CH:4]([C:3]1[C:6]([CH3:17])=[CH:7][C:8]([O:10][C:11]2[CH:12]=[CH:13][CH:14]=[CH:15][CH:16]=2)=[CH:9][C:2]=1[O:1][S:27]([C:26]([F:39])([F:38])[F:25])(=[O:29])=[O:28])=[O:5], predict the reactants needed to synthesize it. The reactants are: [OH:1][C:2]1[CH:9]=[C:8]([O:10][C:11]2[CH:16]=[CH:15][CH:14]=[CH:13][CH:12]=2)[CH:7]=[C:6]([CH3:17])[C:3]=1[CH:4]=[O:5].C(N(CC)CC)C.[F:25][C:26]([F:39])([F:38])[S:27](O[S:27]([C:26]([F:39])([F:38])[F:25])(=[O:29])=[O:28])(=[O:29])=[O:28].